Dataset: Full USPTO retrosynthesis dataset with 1.9M reactions from patents (1976-2016). Task: Predict the reactants needed to synthesize the given product. (1) Given the product [CH2:16]([N:11]1[C:12]2[C:8](=[C:7]([O:6][CH2:5][C:4]([OH:28])=[O:3])[CH:15]=[CH:14][CH:13]=2)[C:9]([CH2:24][C:25](=[O:27])[NH2:26])=[C:10]1[CH3:23])[C:17]1[CH:22]=[CH:21][CH:20]=[CH:19][CH:18]=1, predict the reactants needed to synthesize it. The reactants are: C([O:3][C:4](=[O:28])[CH2:5][O:6][C:7]1[CH:15]=[CH:14][CH:13]=[C:12]2[C:8]=1[C:9]([CH2:24][C:25](=[O:27])[NH2:26])=[C:10]([CH3:23])[N:11]2[CH2:16][C:17]1[CH:22]=[CH:21][CH:20]=[CH:19][CH:18]=1)C.[Li+].[OH-]. (2) The reactants are: Cl[C:2]1[C:10]2[C:5](=[N:6][CH:7]=[CH:8][C:9]=2[O:11][C:12]2[CH:17]=[CH:16][C:15]([Cl:18])=[CH:14][CH:13]=2)[N:4]([CH2:19][O:20][CH2:21][CH2:22][Si:23]([CH3:26])([CH3:25])[CH3:24])[CH:3]=1.[NH2:27][C@@H:28]1[CH2:32][CH2:31][N:30]([C:33]([O:35][C:36]([CH3:39])([CH3:38])[CH3:37])=[O:34])[CH2:29]1.CC(C1C=C(C(C)C)C(C2C=CC=CC=2P(C2CCCCC2)C2CCCCC2)=C(C(C)C)C=1)C.C([O-])([O-])=O.[K+].[K+]. Given the product [Cl:18][C:15]1[CH:16]=[CH:17][C:12]([O:11][C:9]2[CH:8]=[CH:7][N:6]=[C:5]3[N:4]([CH2:19][O:20][CH2:21][CH2:22][Si:23]([CH3:26])([CH3:25])[CH3:24])[CH:3]=[C:2]([NH:27][C@@H:28]4[CH2:32][CH2:31][N:30]([C:33]([O:35][C:36]([CH3:39])([CH3:38])[CH3:37])=[O:34])[CH2:29]4)[C:10]=23)=[CH:13][CH:14]=1, predict the reactants needed to synthesize it. (3) Given the product [CH2:5]=[CH:7][CH:11]([OH:17])[CH2:12][CH2:13][CH2:14][C:15]#[CH:16], predict the reactants needed to synthesize it. The reactants are: CS(C)=O.[C:5](Cl)([C:7](Cl)=O)=O.[CH2:11]([OH:17])[CH2:12][CH2:13][CH2:14][C:15]#[CH:16].CCN(CC)CC.C([Mg]Br)=C.O1CCCC1. (4) The reactants are: P(Cl)(Cl)Cl.[Cl:5][C:6]1[CH:11]=[CH:10][C:9]([CH:12]([C:29]2[CH:34]=[CH:33][C:32]([Cl:35])=[CH:31][CH:30]=2)[N:13]2[CH2:16][CH:15]([N:17]([CH2:21][C:22]3[CH:23]=[N+:24]([O-])[CH:25]=[CH:26][CH:27]=3)[SH:18](=[O:20])=[O:19])[CH2:14]2)=[CH:8][CH:7]=1.Cl. Given the product [Cl:35][C:32]1[CH:33]=[CH:34][C:29]([CH:12]([C:9]2[CH:8]=[CH:7][C:6]([Cl:5])=[CH:11][CH:10]=2)[N:13]2[CH2:14][CH:15]([N:17]([CH2:21][C:22]3[CH:23]=[N:24][CH:25]=[CH:26][CH:27]=3)[SH:18](=[O:19])=[O:20])[CH2:16]2)=[CH:30][CH:31]=1, predict the reactants needed to synthesize it. (5) The reactants are: [OH:1][C:2]1[CH:7]=[CH:6][C:5]([C:8]2[C:9](=[O:19])[O:10][CH2:11][C:12]=2[C:13]2[CH:18]=[CH:17][N:16]=[CH:15][CH:14]=2)=[CH:4][CH:3]=1.C([O-])([O-])=O.[K+].[K+].Cl[CH2:27][C:28]1[CH:37]=[CH:36][C:35]2[C:30](=[CH:31][CH:32]=[CH:33][CH:34]=2)[N:29]=1. Given the product [N:16]1[CH:17]=[CH:18][C:13]([C:12]2[CH2:11][O:10][C:9](=[O:19])[C:8]=2[C:5]2[CH:4]=[CH:3][C:2]([O:1][CH2:27][C:28]3[CH:37]=[CH:36][C:35]4[C:30](=[CH:31][CH:32]=[CH:33][CH:34]=4)[N:29]=3)=[CH:7][CH:6]=2)=[CH:14][CH:15]=1, predict the reactants needed to synthesize it. (6) Given the product [Br:23][C:21]1[CH:22]=[C:17]([Br:16])[C:18]2[N:19]([CH:2]=[CH:3][N:26]=2)[C:20]=1[CH2:24][CH3:25], predict the reactants needed to synthesize it. The reactants are: Br[CH2:2][CH:3](OCC)OCC.Br.C(=O)(O)[O-].[Na+].[Br:16][C:17]1[C:18]([NH2:26])=[N:19][C:20]([CH2:24][CH3:25])=[C:21]([Br:23])[CH:22]=1.